Task: Predict which catalyst facilitates the given reaction.. Dataset: Catalyst prediction with 721,799 reactions and 888 catalyst types from USPTO (1) Reactant: C([O:3][C:4]([C:6]1([F:19])[CH2:11][CH2:10][N:9]([C:12]([O:14][C:15]([CH3:18])([CH3:17])[CH3:16])=[O:13])[CH2:8][CH2:7]1)=O)C.[Li+].[BH4-]. The catalyst class is: 1. Product: [C:15]([O:14][C:12]([N:9]1[CH2:8][CH2:7][C:6]([F:19])([CH2:4][OH:3])[CH2:11][CH2:10]1)=[O:13])([CH3:18])([CH3:16])[CH3:17]. (2) Reactant: [CH:1]1([NH2:7])[CH2:6][CH2:5][CH2:4][CH2:3][CH2:2]1.[F:8][C:9]([F:16])([F:15])[CH2:10][CH2:11][C:12](O)=[O:13].C(N(CC)CC)C.F[P-](F)(F)(F)(F)F.N1(O[P+](N(C)C)(N(C)C)N(C)C)C2C=CC=CC=2N=N1. Product: [CH:1]1([NH:7][C:12](=[O:13])[CH2:11][CH2:10][C:9]([F:16])([F:15])[F:8])[CH2:6][CH2:5][CH2:4][CH2:3][CH2:2]1. The catalyst class is: 18. (3) Reactant: [C:1]1([OH:7])[CH:6]=[CH:5][CH:4]=[CH:3][CH:2]=1.[C:8](=[O:10])=[O:9].C(O)(=O)C1C=CC=CC=1. Product: [OH:7][C:1]1[CH:6]=[CH:5][CH:4]=[CH:3][C:2]=1[C:8]([OH:10])=[O:9]. The catalyst class is: 6.